From a dataset of Peptide-MHC class II binding affinity with 134,281 pairs from IEDB. Regression. Given a peptide amino acid sequence and an MHC pseudo amino acid sequence, predict their binding affinity value. This is MHC class II binding data. (1) The peptide sequence is TALKKAITAMSEAQK. The MHC is HLA-DQA10501-DQB10301 with pseudo-sequence HLA-DQA10501-DQB10301. The binding affinity (normalized) is 0.834. (2) The peptide sequence is YVDRFFKTLRAEQATQEV. The MHC is DRB4_0101 with pseudo-sequence DRB4_0103. The binding affinity (normalized) is 0.453.